This data is from Full USPTO retrosynthesis dataset with 1.9M reactions from patents (1976-2016). The task is: Predict the reactants needed to synthesize the given product. Given the product [Cl:1][C:2]1[CH:3]=[C:4]([CH:14]=[CH:15][C:16]=1[Cl:17])[CH2:5][N:6]1[CH2:11][CH2:10][O:9][CH:8]([CH2:12][NH:13][C:31](=[O:32])[CH2:30][C:20]2[N:21]=[C:22]([C:24]3[CH:29]=[CH:28][CH:27]=[CH:26][CH:25]=3)[O:23][C:19]=2[CH3:18])[CH2:7]1, predict the reactants needed to synthesize it. The reactants are: [Cl:1][C:2]1[CH:3]=[C:4]([CH:14]=[CH:15][C:16]=1[Cl:17])[CH2:5][N:6]1[CH2:11][CH2:10][O:9][CH:8]([CH2:12][NH2:13])[CH2:7]1.[CH3:18][C:19]1[O:23][C:22]([C:24]2[CH:29]=[CH:28][CH:27]=[CH:26][CH:25]=2)=[N:21][C:20]=1[CH2:30][C:31](O)=[O:32].